This data is from Full USPTO retrosynthesis dataset with 1.9M reactions from patents (1976-2016). The task is: Predict the reactants needed to synthesize the given product. (1) Given the product [NH2:50][CH2:49][CH2:48][N:47]([CH2:55][CH2:56][NH2:57])[S:44]([C:31]([F:33])([F:32])[C:34]([F:35])([F:36])[C:37]([F:38])([F:39])[C:40]([F:43])([F:41])[F:42])(=[O:46])=[O:45], predict the reactants needed to synthesize it. The reactants are: FC(F)(S(N)(=O)=O)C(F)(F)C(F)(F)C(F)(F)F.C([O-])([O-])=O.[Na+].[Na+].C(C1OCCN=1)C.[C:31]([S:44]([N:47]([CH2:55][CH2:56][NH:57]C(CC)=O)[CH2:48][CH2:49][NH:50]C(CC)=O)(=[O:46])=[O:45])([C:34]([C:37]([C:40]([F:43])([F:42])[F:41])([F:39])[F:38])([F:36])[F:35])([F:33])[F:32].C(S(NCCNC(CC)=O)(=O)=O)(C(C(C(F)(F)F)(F)F)(F)F)(F)F.C(S(N(CCN(CCNC(CC)=O)C(CC)=O)CCNC(CC)=O)(=O)=O)(C(C(C(F)(F)F)(F)F)(F)F)(F)F.Cl. (2) The reactants are: CC1SC([NH:7][C:8](=[O:32])[C:9]2[CH:14]=[CH:13][C:12](OC3C=CN=C4NN=C(N[C@@H]5CCCNC5)C=34)=[CH:11][CH:10]=2)=NN=1.C(Cl)(=O)C=C. Given the product [C:8]([NH2:7])(=[O:32])[C:9]1[CH:14]=[CH:13][CH:12]=[CH:11][CH:10]=1, predict the reactants needed to synthesize it. (3) Given the product [Cl:1][C:2]1[CH:7]=[C:6]([Cl:8])[CH:5]=[CH:4][C:3]=1[S:9][C:10]1[CH:15]=[CH:14][CH:13]=[CH:12][C:11]=1/[CH:16]=[CH:17]/[C:18]([NH:22][CH2:23][CH2:24][CH2:25][CH2:26][OH:27])=[O:20], predict the reactants needed to synthesize it. The reactants are: [Cl:1][C:2]1[CH:7]=[C:6]([Cl:8])[CH:5]=[CH:4][C:3]=1[S:9][C:10]1[CH:15]=[CH:14][CH:13]=[CH:12][C:11]=1/[CH:16]=[CH:17]/[C:18]([OH:20])=O.O[N:22]1[C:26](=[O:27])[CH2:25][CH2:24][C:23]1=O.CCN=C=NCCCN(C)C.NCCCCO. (4) Given the product [CH2:1]([O:5][C:6]1[CH:7]=[CH:8][C:9]([S:12]([N:15]([CH2:24][C:25]#[C:26][CH2:36][N:35]([CH2:29][CH3:30])[CH2:33][CH3:34])[CH:16]([CH:21]([CH3:23])[CH3:22])[C:17]([O:19][CH3:20])=[O:18])(=[O:14])=[O:13])=[CH:10][CH:11]=1)[C:2]#[C:3][CH3:4], predict the reactants needed to synthesize it. The reactants are: [CH2:1]([O:5][C:6]1[CH:11]=[CH:10][C:9]([S:12]([N:15]([CH2:24][C:25]#[CH:26])[CH:16]([CH:21]([CH3:23])[CH3:22])[C:17]([O:19][CH3:20])=[O:18])(=[O:14])=[O:13])=[CH:8][CH:7]=1)[C:2]#[C:3][CH3:4].C=O.[C:29](O)(=O)[CH3:30].[CH2:33]([NH:35][CH2:36]C)[CH3:34]. (5) Given the product [NH2:1][C:2]1[C:3]([Br:20])=[CH:4][C:5]2[C:9]([CH:10]=1)=[N:8][N:7]([C:11]1[CH:16]=[CH:15][C:14]([F:17])=[CH:13][CH:12]=1)[C:6]=2[C:18]([OH:23])=[O:21], predict the reactants needed to synthesize it. The reactants are: [NH2:1][C:2]1[C:3]([Br:20])=[CH:4][C:5]2[C:9]([CH:10]=1)=[N:8][N:7]([C:11]1[CH:16]=[CH:15][C:14]([F:17])=[CH:13][CH:12]=1)[C:6]=2[C:18]#N.[OH2:21].Cl.[OH-:23].[Na+].